Dataset: TCR-epitope binding with 47,182 pairs between 192 epitopes and 23,139 TCRs. Task: Binary Classification. Given a T-cell receptor sequence (or CDR3 region) and an epitope sequence, predict whether binding occurs between them. (1) The epitope is SFHSLHLLF. The TCR CDR3 sequence is CASSDRHRLDTQYF. Result: 0 (the TCR does not bind to the epitope). (2) The epitope is ILKEPVHGV. The TCR CDR3 sequence is CSARAGSEQFF. Result: 0 (the TCR does not bind to the epitope). (3) The TCR CDR3 sequence is CATTGQDYGYTF. The epitope is FIAGLIAIV. Result: 0 (the TCR does not bind to the epitope). (4) The epitope is KLWAQCVQL. The TCR CDR3 sequence is CASSSGTGWQETQYF. Result: 1 (the TCR binds to the epitope). (5) The epitope is GTITSGWTF. The TCR CDR3 sequence is CASSHPGGQVSEAFF. Result: 0 (the TCR does not bind to the epitope). (6) The epitope is KLPDDFTGCV. The TCR CDR3 sequence is CASSWGDYGMNTEAFF. Result: 1 (the TCR binds to the epitope). (7) The epitope is SEETGTLIV. The TCR CDR3 sequence is CASSPDSNYGYTF. Result: 0 (the TCR does not bind to the epitope).